From a dataset of Full USPTO retrosynthesis dataset with 1.9M reactions from patents (1976-2016). Predict the reactants needed to synthesize the given product. (1) Given the product [N:1]1([C:5]2[S:6][C@H:7]3[O:13][C@H:12]([CH2:11][F:40])[C@@H:14]([OH:15])[C@H:45]([OH:48])[C@H:8]3[N:9]=2)[CH2:4][CH2:3][CH2:2]1, predict the reactants needed to synthesize it. The reactants are: [N:1]1([C:5]2[S:6][C@H:7]3[O:13][C@@H:12]([CH2:14][OH:15])[C@H:11](C4C=CC=CC=4C([O-])=O)[C@H](C4C=CC=CC=4C([O-])=O)[C@H:8]3[N:9]=2)[CH2:4][CH2:3][CH2:2]1.CCN(S(F)(F)[F:40])CC.CO.[C:45]([O-:48])([O-])=O.[K+].[K+]. (2) Given the product [CH3:26][C:24]([O:27][C:28](=[O:43])[NH:29][CH2:30][CH2:31][CH2:32][CH:33]([OH:34])[C:35]1[C:36]([O:41][CH3:42])=[N:37][CH:38]=[CH:39][CH:40]=1)([CH3:23])[CH3:25], predict the reactants needed to synthesize it. The reactants are: B.CB1N2CCC[C@@H]2C(C2C=CC=CC=2)(C2C=CC=CC=2)O1.[CH3:23][C:24]([O:27][C:28](=[O:43])[NH:29][CH2:30][CH2:31][CH2:32][C:33]([C:35]1[C:36]([O:41][CH3:42])=[N:37][CH:38]=[CH:39][CH:40]=1)=[O:34])([CH3:26])[CH3:25].CO. (3) Given the product [CH:17]1([CH2:20][C:21]2([CH:30]([NH:32][C:5](=[O:7])[C:4]3[C:8]([CH3:16])=[CH:9][C:10]([C:12]([F:15])([F:14])[F:13])=[N:11][C:3]=3[O:2][CH3:1])[CH3:31])[CH2:22][CH:23]([CH2:25][S:26][CH2:27][CH2:28][CH3:29])[CH2:24]2)[CH2:18][CH2:19]1, predict the reactants needed to synthesize it. The reactants are: [CH3:1][O:2][C:3]1[N:11]=[C:10]([C:12]([F:15])([F:14])[F:13])[CH:9]=[C:8]([CH3:16])[C:4]=1[C:5]([OH:7])=O.[CH:17]1([CH2:20][C:21]2([CH:30]([NH2:32])[CH3:31])[CH2:24][CH:23]([CH2:25][S:26][CH2:27][CH2:28][CH3:29])[CH2:22]2)[CH2:19][CH2:18]1.C(N(CC)CC)C. (4) Given the product [ClH:22].[ClH:38].[NH:26]1[CH2:27][CH:24]([C:18]2[C:17]([O:35][CH2:36][CH3:37])=[C:16]([CH:14]([N:8]3[C:4]4=[N:5][CH:6]=[N:7][C:2]([NH2:1])=[C:3]4[C:10]([CH:11]([F:13])[F:12])=[N:9]3)[CH3:15])[CH:21]=[C:20]([Cl:22])[C:19]=2[F:23])[CH2:25]1, predict the reactants needed to synthesize it. The reactants are: [NH2:1][C:2]1[N:7]=[CH:6][N:5]=[C:4]2[N:8]([CH:14]([C:16]3[C:17]([O:35][CH2:36][CH3:37])=[C:18]([CH:24]4[CH2:27][N:26](C(OC(C)(C)C)=O)[CH2:25]4)[C:19]([F:23])=[C:20]([Cl:22])[CH:21]=3)[CH3:15])[N:9]=[C:10]([CH:11]([F:13])[F:12])[C:3]=12.[ClH:38].O1CCOCC1.